This data is from Full USPTO retrosynthesis dataset with 1.9M reactions from patents (1976-2016). The task is: Predict the reactants needed to synthesize the given product. (1) Given the product [Cl:18][C:16]1[N:15]=[C:14]2[C:10]([N:11]=[CH:12][N:13]2[CH2:19][C:20]2[CH:21]=[CH:22][C:23]([O:26][CH3:27])=[CH:24][CH:25]=2)=[C:9]([C:5]2[CH:4]=[C:3]([O:28][CH2:37][CH2:38][N:39]3[CH2:43][CH2:42][CH2:41][CH2:40]3)[C:2]([Cl:1])=[CH:7][C:6]=2[Cl:8])[N:17]=1, predict the reactants needed to synthesize it. The reactants are: [Cl:1][C:2]1[CH:7]=[C:6]([Cl:8])[C:5]([C:9]2[N:17]=[C:16]([Cl:18])[N:15]=[C:14]3[C:10]=2[N:11]=[CH:12][N:13]3[CH2:19][C:20]2[CH:25]=[CH:24][C:23]([O:26][CH3:27])=[CH:22][CH:21]=2)=[CH:4][C:3]=1[OH:28].C(=O)([O-])[O-].[Cs+].[Cs+].Cl.Cl[CH2:37][CH2:38][N:39]1[CH2:43][CH2:42][CH2:41][CH2:40]1. (2) Given the product [NH2:17][C@@H:14]1[CH2:15][CH2:16][C@H:11]([N:8]2[C:9](=[O:10])[C:4]3[CH:3]=[C:2]([F:1])[CH:42]=[N:41][C:5]=3[N:6]([C:26]3[CH:27]=[C:28]([C:32]4[CH:37]=[C:36]([OH:38])[CH:35]=[CH:34][C:33]=4[CH2:39][N:43]4[CH2:48][CH2:47][O:46][CH2:45][CH2:44]4)[CH:29]=[CH:30][CH:31]=3)[C:7]2=[O:25])[CH2:12][CH2:13]1, predict the reactants needed to synthesize it. The reactants are: [F:1][C:2]1[CH:42]=[N:41][C:5]2[N:6]([C:26]3[CH:27]=[C:28]([C:32]4[CH:37]=[C:36]([OH:38])[CH:35]=[CH:34][C:33]=4[CH:39]=O)[CH:29]=[CH:30][CH:31]=3)[C:7](=[O:25])[N:8]([C@@H:11]3[CH2:16][CH2:15][C@H:14]([NH:17]C(=O)OC(C)(C)C)[CH2:13][CH2:12]3)[C:9](=[O:10])[C:4]=2[CH:3]=1.[NH:43]1[CH2:48][CH2:47][O:46][CH2:45][CH2:44]1.C(O[BH-](OC(=O)C)OC(=O)C)(=O)C.[Na+].FC(F)(F)C(O)=O. (3) Given the product [C:18]1([C:15]2[C:14]([C:24]([F:27])([F:26])[F:25])=[C:13]([C:12]3[O:11][N:10]=[C:9]4[C:28]5[C:5]([CH2:6][CH2:7][C:8]=34)=[CH:4][C:3]([OH:2])=[CH:30][CH:29]=5)[O:17][N:16]=2)[CH:23]=[CH:22][CH:21]=[CH:20][CH:19]=1, predict the reactants needed to synthesize it. The reactants are: C[O:2][C:3]1[CH:4]=[C:5]2[C:28](=[CH:29][CH:30]=1)[C:9]1=[N:10][O:11][C:12]([C:13]3[O:17][N:16]=[C:15]([C:18]4[CH:23]=[CH:22][CH:21]=[CH:20][CH:19]=4)[C:14]=3[C:24]([F:27])([F:26])[F:25])=[C:8]1[CH2:7][CH2:6]2. (4) Given the product [F:12][C:2]([F:1])([F:13])[C:3]1[CH:4]=[CH:5][C:6]([C:7]2[O:9][N:47]=[C:38]([C:39]3[CH:44]=[CH:43][C:42]([CH2:45][OH:46])=[CH:41][CH:40]=3)[N:37]=2)=[CH:10][CH:11]=1, predict the reactants needed to synthesize it. The reactants are: [F:1][C:2]([F:13])([F:12])[C:3]1[CH:11]=[CH:10][C:6]([C:7]([OH:9])=O)=[CH:5][CH:4]=1.CN(C)CCCN=C=NCC.O.ON1C2C=CC=CC=2N=N1.O[NH:37][C:38](=[NH:47])[C:39]1[CH:44]=[CH:43][C:42]([CH2:45][OH:46])=[CH:41][CH:40]=1.